From a dataset of Full USPTO retrosynthesis dataset with 1.9M reactions from patents (1976-2016). Predict the reactants needed to synthesize the given product. (1) Given the product [F:19][C:20]([F:22])([F:21])[C:8]1[N:9]([CH3:10])[C:11]2[C:12](=[O:13])[NH:1][C:2](=[O:3])[N:4]([CH3:5])[C:6]=2[N:7]=1, predict the reactants needed to synthesize it. The reactants are: [NH:1]1[C:12](=[O:13])[C:11]2[N:9]([CH3:10])[CH:8]=[N:7][C:6]=2[N:4]([CH3:5])[C:2]1=[O:3].S(=O)(=O)(O)O.[F:19][C:20](I)([F:22])[F:21].OO. (2) Given the product [C:21]([O:9][CH:2]([CH2:3][CH2:4][CH2:5][CH2:6][CH2:7][CH3:8])[CH3:1])(=[O:10])[CH:11]=[CH2:12], predict the reactants needed to synthesize it. The reactants are: [CH3:1][CH:2]([OH:9])[CH2:3][CH2:4][CH2:5][CH2:6][CH2:7][CH3:8].[OH2:10].[C:11]1([CH3:21])C=CC(S(O)(=O)=O)=C[CH:12]=1.C1C2NC3C(=CC=CC=3)SC=2C=CC=1. (3) Given the product [C:21]1([CH:14]([C:15]2[N:20]=[CH:19][CH:18]=[CH:17][N:16]=2)[CH2:13][NH:12][C:10]2[C:9]3[C:4](=[CH:5][CH:6]=[CH:7][CH:8]=3)[N:3]=[C:2]([C:35]3[CH:34]=[CH:33][C:32]([NH:31][S:28]([CH3:27])(=[O:29])=[O:30])=[CH:37][CH:36]=3)[N:11]=2)[CH:26]=[CH:25][CH:24]=[CH:23][CH:22]=1, predict the reactants needed to synthesize it. The reactants are: Cl[C:2]1[N:11]=[C:10]([NH:12][CH2:13][CH:14]([C:21]2[CH:26]=[CH:25][CH:24]=[CH:23][CH:22]=2)[C:15]2[N:20]=[CH:19][CH:18]=[CH:17][N:16]=2)[C:9]2[C:4](=[CH:5][CH:6]=[CH:7][CH:8]=2)[N:3]=1.[CH3:27][S:28]([NH:31][C:32]1[CH:37]=[CH:36][C:35](B(O)O)=[CH:34][CH:33]=1)(=[O:30])=[O:29].C1(C(C2C=CC=CN=2)CNC2C3C(=CC=CC=3)N=C(C3C=CC(NS(C)(=O)=O)=CC=3)N=2)C=CC=CC=1. (4) The reactants are: [Cl-:1].[C:2]([C:5]1[CH:6]=[C:7]([CH:21]=[CH:22][C:23]=1[F:24])[CH2:8][NH+:9]1[C:18]2[C:13](=[CH:14][CH:15]=[CH:16][C:17]=2F)[C:12](=[O:20])[CH:11]=[N:10]1)([OH:4])=[O:3].Cl.[Li+].[OH-:27]. Given the product [Cl-:1].[C:2]([C:5]1[CH:6]=[C:7]([CH:21]=[CH:22][C:23]=1[F:24])[CH2:8][NH+:9]1[C:18]2[C:13](=[CH:14][CH:15]=[CH:16][C:17]=2[OH:27])[C:12](=[O:20])[CH:11]=[N:10]1)([OH:4])=[O:3], predict the reactants needed to synthesize it. (5) Given the product [Cl:2][C:3]1[CH:31]=[CH:30][C:6]([CH2:7][CH2:8][N:9]2[CH2:14][CH2:13][N:12]([C:15]3[CH:20]=[CH:19][C:18]4[C:21]5[CH2:22][N:23]([CH3:34])[CH2:24][CH2:25][CH2:26][C:27]=5[O:28][C:17]=4[CH:16]=3)[C:11](=[O:29])[CH2:10]2)=[CH:5][CH:4]=1, predict the reactants needed to synthesize it. The reactants are: Cl.[Cl:2][C:3]1[CH:31]=[CH:30][C:6]([CH2:7][CH2:8][N:9]2[CH2:14][CH2:13][N:12]([C:15]3[CH:20]=[CH:19][C:18]4[C:21]5[CH2:22][NH:23][CH2:24][CH2:25][CH2:26][C:27]=5[O:28][C:17]=4[CH:16]=3)[C:11](=[O:29])[CH2:10]2)=[CH:5][CH:4]=1.C=O.[C:34](O[BH-](OC(=O)C)OC(=O)C)(=O)C.[Na+]. (6) Given the product [CH3:10][O:9][C:7]1[CH:6]=[C:5]([N:11]2[CH2:16][C:15]3[CH:17]=[N:18][C:19]4[N:23]([S:24]([C:27]5[CH:28]=[CH:29][CH:30]=[CH:31][CH:32]=5)(=[O:25])=[O:26])[C:22]([C:33]([NH:45][CH3:49])=[O:35])=[CH:21][C:20]=4[C:14]=3[N:13]([CH3:36])[C:12]2=[O:37])[CH:4]=[C:3]([O:2][CH3:1])[CH:8]=1, predict the reactants needed to synthesize it. The reactants are: [CH3:1][O:2][C:3]1[CH:4]=[C:5]([N:11]2[CH2:16][C:15]3[CH:17]=[N:18][C:19]4[N:23]([S:24]([C:27]5[CH:32]=[CH:31][CH:30]=[CH:29][CH:28]=5)(=[O:26])=[O:25])[C:22]([C:33]([OH:35])=O)=[CH:21][C:20]=4[C:14]=3[N:13]([CH3:36])[C:12]2=[O:37])[CH:6]=[C:7]([O:9][CH3:10])[CH:8]=1.F[P-](F)(F)(F)(F)F.[N:45]1(O[P+](N(C)C)(N(C)C)N(C)C)[C:49]2C=CC=CC=2N=N1.C(N(CC)CC)C.CN.